Dataset: Full USPTO retrosynthesis dataset with 1.9M reactions from patents (1976-2016). Task: Predict the reactants needed to synthesize the given product. (1) Given the product [NH2:8][C:9]1[CH:10]=[CH:11][C:12]([S:15][C:16]2[CH:37]=[CH:36][C:19]([C:20]([NH:22][C:23]([C:30]3[CH:35]=[CH:34][CH:33]=[CH:32][CH:31]=3)([CH3:29])[C:24]([O:26][CH2:27][CH3:28])=[O:25])=[O:21])=[CH:18][C:17]=2[NH:38][C:39]2[C:40]3[CH:48]=[CH:47][C:46]([CH:49]([CH3:50])[CH3:51])=[N:45][C:41]=3[N:42]=[CH:43][N:44]=2)=[CH:13][CH:14]=1, predict the reactants needed to synthesize it. The reactants are: C(OC([NH:8][C:9]1[CH:14]=[CH:13][C:12]([S:15][C:16]2[CH:37]=[CH:36][C:19]([C:20]([NH:22][C:23]([C:30]3[CH:35]=[CH:34][CH:33]=[CH:32][CH:31]=3)([CH3:29])[C:24]([O:26][CH2:27][CH3:28])=[O:25])=[O:21])=[CH:18][C:17]=2[NH:38][C:39]2[C:40]3[CH:48]=[CH:47][C:46]([CH:49]([CH3:51])[CH3:50])=[N:45][C:41]=3[N:42]=[CH:43][N:44]=2)=[CH:11][CH:10]=1)=O)(C)(C)C.FC(F)(F)C(O)=O. (2) Given the product [Cl:10][C:4]1[CH:5]=[CH:6][CH:7]=[C:8]([F:9])[C:3]=1[CH2:2][N:16]1[C:12]([CH3:11])=[CH:13][C:14]([N:17]2[C:25](=[O:26])[C:24]3[C:19](=[CH:20][CH:21]=[CH:22][CH:23]=3)[C:18]2=[O:27])=[N:15]1, predict the reactants needed to synthesize it. The reactants are: Br[CH2:2][C:3]1[C:8]([F:9])=[CH:7][CH:6]=[CH:5][C:4]=1[Cl:10].[CH3:11][C:12]1[NH:16][N:15]=[C:14]([N:17]2[C:25](=[O:26])[C:24]3[C:19](=[CH:20][CH:21]=[CH:22][CH:23]=3)[C:18]2=[O:27])[CH:13]=1.C(=O)([O-])[O-].[K+].[K+]. (3) Given the product [CH2:24]([O:31][C:32]([NH:34][C:35]1[C:36]([C:46]([NH:48][C:49]2[CH:50]=[N:51][CH:52]=[CH:53][C:54]=2[N:55]2[CH2:60][C@H:59]([CH3:61])[C@H:58]([NH:62][C:63](=[O:66])[O:64][CH3:65])[C@H:57]([NH:67][C:68](=[O:74])[O:69][C:70]([CH3:73])([CH3:72])[CH3:71])[CH2:56]2)=[O:47])=[N:37][C:38]2[C:43]([CH:44]=1)=[CH:42][CH:41]=[C:40]([C:9]1[CH2:10][CH2:11][O:12][CH2:13][CH:14]=1)[CH:39]=2)=[O:33])[C:25]1[CH:26]=[CH:27][CH:28]=[CH:29][CH:30]=1, predict the reactants needed to synthesize it. The reactants are: CC1(C)C(C)(C)OB([C:9]2[CH2:10][CH2:11][O:12][CH2:13][CH:14]=2)O1.[O-]P([O-])([O-])=O.[K+].[K+].[K+].[CH2:24]([O:31][C:32]([NH:34][C:35]1[C:36]([C:46]([NH:48][C:49]2[CH:50]=[N:51][CH:52]=[CH:53][C:54]=2[N:55]2[CH2:60][C@H:59]([CH3:61])[C@H:58]([NH:62][C:63](=[O:66])[O:64][CH3:65])[C@H:57]([NH:67][C:68](=[O:74])[O:69][C:70]([CH3:73])([CH3:72])[CH3:71])[CH2:56]2)=[O:47])=[N:37][C:38]2[C:43]([CH:44]=1)=[CH:42][CH:41]=[C:40](Br)[CH:39]=2)=[O:33])[C:25]1[CH:30]=[CH:29][CH:28]=[CH:27][CH:26]=1.O.